Task: Predict the reactants needed to synthesize the given product.. Dataset: Full USPTO retrosynthesis dataset with 1.9M reactions from patents (1976-2016) The reactants are: [Cl:1][C:2]1[CH:3]=[CH:4][N:5]=[C:6]2[C:11]=1[N:10]=[CH:9][C:8]([OH:12])=[CH:7]2.C(=O)([O-])[O-].[Cs+].[Cs+].FC(F)(F)S(O[CH2:25][C:26]([F:29])([F:28])[F:27])(=O)=O. Given the product [Cl:1][C:2]1[CH:3]=[CH:4][N:5]=[C:6]2[C:11]=1[N:10]=[CH:9][C:8]([O:12][CH2:25][C:26]([F:29])([F:28])[F:27])=[CH:7]2, predict the reactants needed to synthesize it.